Task: Predict which catalyst facilitates the given reaction.. Dataset: Catalyst prediction with 721,799 reactions and 888 catalyst types from USPTO (1) Reactant: [Cl:1][C:2]1[CH:7]=[C:6]([NH:8][C:9]2[CH:14]=[CH:13][C:12]([Cl:15])=[CH:11][C:10]=2[CH3:16])[CH:5]=[CH:4][C:3]=1[C:17]([C:19]1[CH:24]=[C:23]([OH:25])[CH:22]=[CH:21][C:20]=1[F:26])=[O:18].Cl[CH2:28][C:29]([NH:31][CH3:32])=[O:30].C([O-])([O-])=O.[K+].[K+]. Product: [Cl:1][C:2]1[CH:7]=[C:6]([NH:8][C:9]2[CH:14]=[CH:13][C:12]([Cl:15])=[CH:11][C:10]=2[CH3:16])[CH:5]=[CH:4][C:3]=1[C:17]([C:19]1[CH:24]=[C:23]([CH:22]=[CH:21][C:20]=1[F:26])[O:25][CH2:28][C:29]([NH:31][CH3:32])=[O:30])=[O:18]. The catalyst class is: 10. (2) Reactant: N#N.[F:3][C:4]1[C:12]2[N:11]=[C:10]([C@H:13]([NH:23]C(=O)OC(C)(C)C)[CH2:14][C:15]3[CH:20]=[CH:19][C:18]([O:21][CH3:22])=[CH:17][CH:16]=3)[NH:9][C:8]=2[CH:7]=[CH:6][CH:5]=1.[ClH:31]. Product: [ClH:31].[ClH:31].[F:3][C:4]1[C:12]2[N:11]=[C:10]([C@H:13]([NH2:23])[CH2:14][C:15]3[CH:20]=[CH:19][C:18]([O:21][CH3:22])=[CH:17][CH:16]=3)[NH:9][C:8]=2[CH:7]=[CH:6][CH:5]=1. The catalyst class is: 135. (3) Reactant: [NH2:1][C:2]1[CH:25]=[C:24]([Cl:26])[C:23]([O:27][CH3:28])=[CH:22][C:3]=1[O:4][CH2:5][C:6]([N:8]1[CH2:13][CH2:12][CH:11]([O:14][C:15]2[CH:20]=[CH:19][C:18]([F:21])=[CH:17][CH:16]=2)[CH2:10][CH2:9]1)=[O:7].C(N(CC)CC)C.[C:36](Cl)(=[O:38])[CH3:37]. Product: [Cl:26][C:24]1[C:23]([O:27][CH3:28])=[CH:22][C:3]([O:4][CH2:5][C:6]([N:8]2[CH2:9][CH2:10][CH:11]([O:14][C:15]3[CH:16]=[CH:17][C:18]([F:21])=[CH:19][CH:20]=3)[CH2:12][CH2:13]2)=[O:7])=[C:2]([NH:1][C:36](=[O:38])[CH3:37])[CH:25]=1. The catalyst class is: 1.